From a dataset of NCI-60 drug combinations with 297,098 pairs across 59 cell lines. Regression. Given two drug SMILES strings and cell line genomic features, predict the synergy score measuring deviation from expected non-interaction effect. (1) Drug 2: C1C(C(OC1N2C=NC3=C2NC=NCC3O)CO)O. Synergy scores: CSS=4.10, Synergy_ZIP=3.06, Synergy_Bliss=4.02, Synergy_Loewe=2.40, Synergy_HSA=2.25. Cell line: HCT-15. Drug 1: C1CCC(C1)C(CC#N)N2C=C(C=N2)C3=C4C=CNC4=NC=N3. (2) Drug 1: C1=NC2=C(N=C(N=C2N1C3C(C(C(O3)CO)O)F)Cl)N. Drug 2: CC(C)CN1C=NC2=C1C3=CC=CC=C3N=C2N. Cell line: MALME-3M. Synergy scores: CSS=-1.80, Synergy_ZIP=1.11, Synergy_Bliss=3.92, Synergy_Loewe=-0.848, Synergy_HSA=-0.0627. (3) Drug 1: CCCCCOC(=O)NC1=NC(=O)N(C=C1F)C2C(C(C(O2)C)O)O. Drug 2: CC1CCCC2(C(O2)CC(NC(=O)CC(C(C(=O)C(C1O)C)(C)C)O)C(=CC3=CSC(=N3)C)C)C. Cell line: HS 578T. Synergy scores: CSS=46.9, Synergy_ZIP=0.894, Synergy_Bliss=-1.96, Synergy_Loewe=-31.0, Synergy_HSA=-3.56. (4) Drug 1: CN(CCCl)CCCl.Cl. Drug 2: C1CCC(C(C1)N)N.C(=O)(C(=O)[O-])[O-].[Pt+4]. Cell line: COLO 205. Synergy scores: CSS=61.6, Synergy_ZIP=1.20, Synergy_Bliss=0.270, Synergy_Loewe=2.69, Synergy_HSA=7.28. (5) Drug 1: C1=CC=C(C(=C1)C(C2=CC=C(C=C2)Cl)C(Cl)Cl)Cl. Drug 2: C1CNP(=O)(OC1)N(CCCl)CCCl. Cell line: MALME-3M. Synergy scores: CSS=-0.560, Synergy_ZIP=0.869, Synergy_Bliss=0.355, Synergy_Loewe=0.0850, Synergy_HSA=-2.21.